From a dataset of Forward reaction prediction with 1.9M reactions from USPTO patents (1976-2016). Predict the product of the given reaction. Given the reactants Cl.[C:2]1([CH:8]2[CH2:10][CH:9]2[NH2:11])[CH:7]=[CH:6][CH:5]=[CH:4][CH:3]=1.[C:12]([CH2:14][C:15]1([N:26]2[CH2:31][CH2:30][C:29](=O)[CH2:28][CH2:27]2)[CH2:18][N:17]([C:19]([O:21][C:22]([CH3:25])([CH3:24])[CH3:23])=[O:20])[CH2:16]1)#[N:13].C(O)(=O)C.[BH-](OC(C)=O)(OC(C)=O)OC(C)=O.[Na+], predict the reaction product. The product is: [C:12]([CH2:14][C:15]1([N:26]2[CH2:27][CH2:28][CH:29]([NH:11][C@@H:9]3[CH2:10][C@H:8]3[C:2]3[CH:7]=[CH:6][CH:5]=[CH:4][CH:3]=3)[CH2:30][CH2:31]2)[CH2:16][N:17]([C:19]([O:21][C:22]([CH3:25])([CH3:24])[CH3:23])=[O:20])[CH2:18]1)#[N:13].